From a dataset of Experimentally validated miRNA-target interactions with 360,000+ pairs, plus equal number of negative samples. Binary Classification. Given a miRNA mature sequence and a target amino acid sequence, predict their likelihood of interaction. (1) The miRNA is hsa-miR-6890-3p with sequence CCACUGCCUAUGCCCCACAG. The protein sequence of the target gene is MEDPSEPDRLASADGGSPEEEEDGEREPLLPRIAWAHPRRGAPGSAVRLLDAAGEEGEAGDEELPLPPGDVGVSRSSSAELDRSRPAVSVTIGTSEMNAFLDDPEFADIMLRAEQAIEVGIFPERISQGSSGSYFVKDPKRKIIGVFKPKSEEPYGQLNPKWTKYVHKVCCPCCFGRGCLIPNQGYLSEAGAYLVDNKLHLSIVPKTKVVWLVSETFNYNAIDRAKSRGKKYALEKVPKVGRKFHRIGLPPKIGSFQLFVEGYKEAEYWLRKFEADPLPENIRKQFQSQFERLVILDYII.... Result: 1 (interaction). (2) The protein sequence of the target gene is MEAENAGSYSLQQAQAFYTFPFQQLMAEAPNMAVVNEQQMPEEVPAPAPAQEPVQEAPKGRKRKPRTTEPKQPVEPKKPVESKKSGKSAKSKEKQEKITDTFKVKRKVDRFNGVSEAELLTKTLPDILTFNLDIVIIGINPGLMAAYKGHHYPGPGNHFWKCLFMSGLSEVQLNHMDDHTLPGKYGIGFTNMVERTTPGSKDLSSKEFREGGRILVQKLQKYQPRIAVFNGKCIYEIFSKEVFGVKVKNLEFGLQPHKIPDTETLCYVMPSSSARCAQFPRAQDKVHYYIKLKDLRDQLK.... Result: 1 (interaction). The miRNA is hsa-miR-29c-3p with sequence UAGCACCAUUUGAAAUCGGUUA. (3) The miRNA is mmu-miR-17-3p with sequence ACUGCAGUGAGGGCACUUGUAG. The protein sequence of the target gene is MWRAEGKWLPKTSRKSVSQSVFCGTSTYCVLNTVPPIEDDHGNSNSSHVKIFLPKKLLECLPKCSSLPKERHRWNTNEEIAAYLITFEKHEEWLTTSPKTRPQNGSMILYNRKKVKYRKDGYCWKKRKDGKTTREDHMKLKVQGVECLYGCYVHSSIIPTFHRRCYWLLQNPDIVLVHYLNVPAIEDCGKPCGPILCSINTDKKEWAKWTKEELIGQLKPMFHGIKWTCSNGNSSSGFSVEQLVQQILDSHQTKPQPRTHNCLCTGSLGAGGSVHHKCNSAKHRIISPKVEPRTGGYGSH.... Result: 0 (no interaction). (4) The miRNA is hsa-miR-7156-3p with sequence CUGCAGCCACUUGGGGAACUGGU. The protein sequence of the target gene is MAPYPCGCHILLLLFCCLAAARANLLNLNWLWFNNEDTSHAATTIPEPQGPLPVQPTADTTTHVTPRNGSTEPATAPGSPEPPSELLEDGQDTPTSAESPDAPEENIAGVGAEILNVAKGIRSFVQLWNDTVPTESLARAETLVLETPVGPLALAGPSSTPQENGTTLWPSRGIPSSPGAHTTEAGTLPAPTPSPPSLGRPWAPLTGPSVPPPSSGRASLSSLLGGAPPWGSLQDPDSQGLSPAAAAPSQQLQRPDVRLRTPLLHPLVMGSLGKHAAPSAFSSGLPGALSQVAVTTLTRD.... Result: 0 (no interaction). (5) The miRNA is rno-miR-21-5p with sequence UAGCUUAUCAGACUGAUGUUGA. The protein sequence of the target gene is MSAGDPRVGSGSLDSFMFSIPLVALNVGVRRRLSLFLNPRTPVAADWTLLAEEMGFEYLEIRELETRPDPTRSLLDAWQGRSGASVGRLLELLALLDREDILKELKSRIEEDCQKYLGKQQNQESEKPLQVARVESSVPQTKELGGITTLDDPLGQTPELFDAFICYCPNDIEFVQEMIRQLEQTDYRLKLCVSDRDVLPGTCVWSIASELIEKRCRRMVVVVSDDYLQSKECDFQTKFALSLSPGVQQKRLIPIKYKAMKKDFPSILRFITICDYTNPCTKSWFWTRLAKALSLP. Result: 0 (no interaction). (6) The miRNA is gga-miR-146b-3p with sequence CCCUAUGGAUUCAGUUCUGC. The protein sequence of the target gene is MKFTLGLGSRAWRVSWERAAAAAAGPGAGGALGSGSLRVSSRRGPRLARALPLCLSGGGGARALPDCAGPSPRRSGARQLAGPRAMEQTYGEVNQLGGVFVNGRPLPNAIRLRIVELAQLGIRPCDISRQLRVSHGCVSKILARYNETGSILPGAIGGSKPRVTTPNVVKHIRDYKQGDPGIFAWEIRDRLLADGVCDKYNVPSVSSISRILRNKIGSLAQPGPYEASKQPPPQPALPYNHIYQYPYPSPVSPTGTKMGTHPGVPGSAGHVSIPRSWPSAHSVSNILGIRTFMEQTGALA.... Result: 0 (no interaction). (7) The miRNA is mmu-miR-3085-5p with sequence AGGUGCCAUUCCGAGGGCCAAGAGU. The protein sequence of the target gene is MPPHLALPFRRLFWSLASSQLIPRRHRGHSLLPTTPEAHTDGSVPVFIRALAFGDRIALIDKYGHHTYRELYDRSLCLAQEICRLQGCKVGDLQEERVSFLCSNDVSYVVAQWASWMSGGVAVPLYWKHPEAQLEYFIQDSRSSLVVVGQEYLERLSPLAQRLGVPLLPLTPAVYHGATEKPTEQPVEESGWRDRGAMIFYTSGTTGRPKGALSTHRNLAAVVTGLVHSWAWTKNDVILHVLPLHHVHGVVNKLLCPLWVGATCVMLPEFSAQQVWEKFLSSEAPQITVFMAVPTVYSKL.... Result: 0 (no interaction). (8) The miRNA is hsa-miR-3128 with sequence UCUGGCAAGUAAAAAACUCUCAU. The protein sequence of the target gene is MGTFCSVIKFENLQELKRLCHWGPIIALGVIAICSTMAMIDSVLWYWPLHTTGGSVNFIMLINWTVMILYNYFNAMFVGPGFVPLGWKPEISQDTMYLQYCKVCQAYKAPRSHHCRKCNRCVMKMDHHCPWINNCCGYQNHASFTLFLLLAPLGCIHAAFIFVMTMYTQLYHRLSFGWNTVKIDMSAARRDPLPIVPFGLAAFATTLFALGLALGTTIAVGMLFFIQMKIILRNKTSIESWIEEKAKDRIQYYQLDEVFVFPYDMGSRWRNFKQVFTWSGVPEGDGLEWPVREGCHQYSL.... Result: 1 (interaction).